Dataset: Full USPTO retrosynthesis dataset with 1.9M reactions from patents (1976-2016). Task: Predict the reactants needed to synthesize the given product. (1) Given the product [CH3:1][NH:2][C:10]1[CH:11]=[CH:12][C:13]([CH2:16][CH:17]2[CH2:21][CH2:20][N:19]([C@@H:22]([C:24]3[CH:25]=[CH:26][CH:27]=[CH:28][CH:29]=3)[CH3:23])[C:18]2=[O:30])=[CH:14][CH:15]=1, predict the reactants needed to synthesize it. The reactants are: [CH3:1][N:2]([C:10]1[CH:15]=[CH:14][C:13]([CH2:16][CH:17]2[CH2:21][CH2:20][N:19]([C@@H:22]([C:24]3[CH:29]=[CH:28][CH:27]=[CH:26][CH:25]=3)[CH3:23])[C:18]2=[O:30])=[CH:12][CH:11]=1)C(=O)OC(C)(C)C.C(OCC)(=O)C.Cl.C(=O)([O-])O.[Na+]. (2) Given the product [N:35]1([C:41]([NH:1][C:2]2[CH:3]=[C:4]([C:8]3[N:17]=[C:16]([NH:18][C:19]4[CH:20]=[C:21]5[C:25](=[CH:26][CH:27]=4)[N:24]([C:28]([O:30][C:31]([CH3:34])([CH3:33])[CH3:32])=[O:29])[N:23]=[CH:22]5)[C:15]4[C:10](=[CH:11][CH:12]=[CH:13][CH:14]=4)[N:9]=3)[CH:5]=[CH:6][CH:7]=2)=[O:42])[CH2:40][CH2:39][O:38][CH2:37][CH2:36]1, predict the reactants needed to synthesize it. The reactants are: [NH2:1][C:2]1[CH:3]=[C:4]([C:8]2[N:17]=[C:16]([NH:18][C:19]3[CH:20]=[C:21]4[C:25](=[CH:26][CH:27]=3)[N:24]([C:28]([O:30][C:31]([CH3:34])([CH3:33])[CH3:32])=[O:29])[N:23]=[CH:22]4)[C:15]3[C:10](=[CH:11][CH:12]=[CH:13][CH:14]=3)[N:9]=2)[CH:5]=[CH:6][CH:7]=1.[N:35]1([C:41](Cl)=[O:42])[CH2:40][CH2:39][O:38][CH2:37][CH2:36]1.CCN(CC)CC.[Cl-]. (3) The reactants are: [O:1]1[C:5]2[CH:6]=[CH:7][C:8]([C:10]3([C:13]([NH:15][C:16]4[CH:21]=[CH:20][C:19]([C:22](=[O:31])[C:23]5[CH:28]=[CH:27][CH:26]=[CH:25][C:24]=5[O:29][CH3:30])=[CH:18][N:17]=4)=[O:14])[CH2:12][CH2:11]3)=[CH:9][C:4]=2[O:3][CH2:2]1.[BH4-].[Na+]. Given the product [O:1]1[C:5]2[CH:6]=[CH:7][C:8]([C:10]3([C:13]([NH:15][C:16]4[CH:21]=[CH:20][C:19]([CH:22]([OH:31])[C:23]5[CH:28]=[CH:27][CH:26]=[CH:25][C:24]=5[O:29][CH3:30])=[CH:18][N:17]=4)=[O:14])[CH2:12][CH2:11]3)=[CH:9][C:4]=2[O:3][CH2:2]1, predict the reactants needed to synthesize it. (4) Given the product [N:24]1([CH2:30][CH2:31][O:32][C:33]2[CH:34]=[C:35]3[C:39](=[CH:40][CH:41]=2)[NH:38][C:37]([C:42]2[C:15]4[C:16](=[CH:17][CH:18]=[C:13]([O:12][P:11]([CH3:23])(=[O:22])[O:10][CH3:7])[CH:14]=4)[NH:19][N:43]=2)=[CH:36]3)[CH2:29][CH2:28][O:27][CH2:26][CH2:25]1, predict the reactants needed to synthesize it. The reactants are: [N+](C1C=C[C:7]([O:10][P:11]([CH3:23])(=[O:22])[O:12][C:13]2[CH:18]=[CH:17][C:16]([N+:19]([O-])=O)=[CH:15][CH:14]=2)=CC=1)([O-])=O.[N:24]1([CH2:30][CH2:31][O:32][C:33]2[CH:34]=[C:35]3[C:39](=[CH:40][CH:41]=2)[NH:38][C:37]([C:42]2C4C(=CC=C(O)C=4)N[N:43]=2)=[CH:36]3)[CH2:29][CH2:28][O:27][CH2:26][CH2:25]1.C1CCN2C(=NCCC2)CC1.CO. (5) Given the product [C:1]1([CH2:7][CH:8]([NH:10][C:18](=[O:19])[CH2:17][C:11]2[CH:16]=[CH:15][CH:14]=[CH:13][CH:12]=2)[NH:10][C:8](=[O:9])[CH2:7][C:1]2[CH:6]=[CH:5][CH:4]=[CH:3][CH:2]=2)[CH:6]=[CH:5][CH:4]=[CH:3][CH:2]=1, predict the reactants needed to synthesize it. The reactants are: [C:1]1([CH2:7][C:8]([NH2:10])=[O:9])[CH:6]=[CH:5][CH:4]=[CH:3][CH:2]=1.[C:11]1([CH2:17][CH:18]=[O:19])[CH:16]=[CH:15][CH:14]=[CH:13][CH:12]=1. (6) Given the product [CH:17]([N:20]1[CH2:25][CH2:24][CH:23]([O:1][C:2]2[CH:10]=[CH:9][C:8]3[N:7]4[CH2:11][C@H:12]([CH3:16])[NH:13][C:14](=[O:15])[C:6]4=[CH:5][C:4]=3[CH:3]=2)[CH2:22][CH2:21]1)([CH3:19])[CH3:18], predict the reactants needed to synthesize it. The reactants are: [OH:1][C:2]1[CH:10]=[CH:9][C:8]2[N:7]3[CH2:11][C@H:12]([CH3:16])[NH:13][C:14](=[O:15])[C:6]3=[CH:5][C:4]=2[CH:3]=1.[CH:17]([N:20]1[CH2:25][CH2:24][CH:23](O)[CH2:22][CH2:21]1)([CH3:19])[CH3:18].C1(P(C2C=CC=CC=2)C2C=CC=CC=2)C=CC=CC=1.C(OC(N=NC(OC(C)(C)C)=O)=O)(C)(C)C. (7) Given the product [CH:14]1([N:11]2[CH2:12][CH2:13][N:8]([C:5]3[CH:4]=[CH:3][C:2]([I:1])=[CH:7][CH:6]=3)[CH2:9][CH2:10]2)[CH2:18][CH2:17][CH2:16][CH2:15]1, predict the reactants needed to synthesize it. The reactants are: [I:1][C:2]1[CH:7]=[CH:6][C:5]([N:8]2[CH2:13][CH2:12][NH:11][CH2:10][CH2:9]2)=[CH:4][CH:3]=1.[C:14]1(=O)[CH2:18][CH2:17][CH2:16][CH2:15]1.[BH-](OC(C)=O)(OC(C)=O)OC(C)=O.[Na+].CC(O)=O. (8) Given the product [F:21][C:22]([F:27])([F:26])[C:23]([OH:25])=[O:24].[CH:17]1([C:14]2[N:13]=[C:12]([C@@H:8]([NH2:7])[CH:9]([CH3:10])[CH3:11])[O:16][N:15]=2)[CH2:19][CH2:18]1, predict the reactants needed to synthesize it. The reactants are: C(OC(=O)[NH:7][C@H:8]([C:12]1[O:16][N:15]=[C:14]([CH:17]2[CH2:19][CH2:18]2)[N:13]=1)[CH:9]([CH3:11])[CH3:10])(C)(C)C.[F:21][C:22]([F:27])([F:26])[C:23]([OH:25])=[O:24]. (9) Given the product [F:13][CH:14]([F:21])[C:15]([C:7]1[CH:8]=[N:9][CH:10]=[CH:11][CH:12]=1)=[O:16], predict the reactants needed to synthesize it. The reactants are: C([Li])CCC.Br[C:7]1[CH:8]=[N:9][CH:10]=[CH:11][CH:12]=1.[F:13][CH:14]([F:21])[C:15](N(OC)C)=[O:16].[Cl-].[NH4+]. (10) Given the product [Br:1][C:2]1[CH:7]=[C:6]2[C:5](=[CH:4][CH:3]=1)[O:11][CH:18]([CH:14]1[CH2:15][CH2:16][CH2:17][O:12][CH2:13]1)[CH2:9][C:8]2=[O:10], predict the reactants needed to synthesize it. The reactants are: [Br:1][C:2]1[CH:3]=[CH:4][C:5]([OH:11])=[C:6]([C:8](=[O:10])[CH3:9])[CH:7]=1.[O:12]1[CH2:17][CH2:16][CH2:15][CH:14]([CH:18]=O)[CH2:13]1.